Predict the reaction yield, written as a fraction of the theoretical maximum amount of product (1.0 means a 100% yield; for example, 0.34 means a 34% yield). From a dataset of Reaction yield outcomes from USPTO patents with 853,638 reactions. (1) The yield is 0.980. The product is [Br:6][C:7]1[CH:12]=[CH:11][C:10]([CH2:13][O:14][C:18]2[C:23]([F:24])=[CH:22][CH:21]=[CH:20][N:19]=2)=[CH:9][CH:8]=1. The catalyst is O. The reactants are CN(C)C=O.[Br:6][C:7]1[CH:12]=[CH:11][C:10]([CH2:13][OH:14])=[CH:9][CH:8]=1.[H-].[Na+].Cl[C:18]1[C:23]([F:24])=[CH:22][CH:21]=[CH:20][N:19]=1. (2) The reactants are [C:1]([C:5]1[CH:18]=[CH:17][C:8]([O:9][C:10]2[CH:15]=[CH:14][C:13]([NH2:16])=[CH:12][CH:11]=2)=[CH:7][CH:6]=1)([CH3:4])([CH3:3])[CH3:2].Cl[S:20]([C:23]1[CH:24]=[CH:25][C:26]([CH3:32])=[C:27]([CH:31]=1)[C:28]([OH:30])=[O:29])(=[O:22])=[O:21].N1C=CC=CC=1. The catalyst is O1CCCC1.C(OCC)(=O)C. The product is [C:1]([C:5]1[CH:18]=[CH:17][C:8]([O:9][C:10]2[CH:11]=[CH:12][C:13]([NH:16][S:20]([C:23]3[CH:24]=[CH:25][C:26]([CH3:32])=[C:27]([CH:31]=3)[C:28]([OH:30])=[O:29])(=[O:22])=[O:21])=[CH:14][CH:15]=2)=[CH:7][CH:6]=1)([CH3:4])([CH3:2])[CH3:3]. The yield is 0.820. (3) The reactants are [Br:1][C:2]1[CH:7]=[C:6]([CH3:8])[CH:5]=[CH:4][C:3]=1[C:9]([OH:14])([CH2:12][CH3:13])[CH2:10][CH3:11].CCN(C(C)C)C(C)C.[CH2:24](Cl)[O:25][CH3:26].[NH4+].[Cl-]. The catalyst is C(Cl)Cl. The product is [Br:1][C:2]1[CH:7]=[C:6]([CH3:8])[CH:5]=[CH:4][C:3]=1[C:9]([O:14][CH2:24][O:25][CH3:26])([CH2:12][CH3:13])[CH2:10][CH3:11]. The yield is 0.570. (4) The reactants are CC[N:3](C(C)C)C(C)C.[Cl:10][C:11]1[CH:19]=[CH:18][C:17]([C:20]2[S:24][CH:23]=[N:22][CH:21]=2)=[CH:16][C:12]=1[C:13](O)=[O:14].ClC(OC(C)C)=O.N. The catalyst is C1COCC1. The product is [Cl:10][C:11]1[CH:19]=[CH:18][C:17]([C:20]2[S:24][CH:23]=[N:22][CH:21]=2)=[CH:16][C:12]=1[C:13]([NH2:3])=[O:14]. The yield is 0.610. (5) The reactants are [N+:1]([C:4]1[CH:9]=[CH:8][C:7]([OH:10])=[CH:6][CH:5]=1)([O-:3])=[O:2].C(=O)([O-])[O-].[K+].[K+].[F:17][CH:18]([F:24])[C:19]([F:23])([F:22])[CH2:20]I. The catalyst is CN(C=O)C. The product is [N+:1]([C:4]1[CH:9]=[CH:8][C:7]([O:10][CH2:20][C:19]([F:23])([F:22])[CH:18]([F:24])[F:17])=[CH:6][CH:5]=1)([O-:3])=[O:2]. The yield is 0.680. (6) The reactants are [N:1]1[CH:6]=[CH:5][CH:4]=[CH:3][C:2]=1[S:7][C:8]1[CH:13]=[CH:12][N:11]=[C:10]([NH:14][C:15]2[CH:20]=[CH:19][CH:18]=[C:17]([NH2:21])[CH:16]=2)[N:9]=1.[C:22](O)(=[O:25])[CH:23]=[CH2:24]. No catalyst specified. The product is [N:1]1[CH:6]=[CH:5][CH:4]=[CH:3][C:2]=1[S:7][C:8]1[CH:13]=[CH:12][N:11]=[C:10]([NH:14][C:15]2[CH:16]=[C:17]([NH:21][C:22](=[O:25])[CH:23]=[CH2:24])[CH:18]=[CH:19][CH:20]=2)[N:9]=1. The yield is 0.430. (7) The reactants are C(N([CH:7]([CH3:9])[CH3:8])CC)(C)C.N(C(OCC1[C:25]2[C:20](=[CH:21][CH:22]=[CH:23][CH:24]=2)[C:25]2[C:20]1=[CH:21][CH:22]=[CH:23][CH:24]=2)=O)CC(O)=O.[CH2:32]1[CH2:36]N([P+](ON2N=NC3C=CC=CC2=3)(N2[CH2:34][CH2:33][CH2:32][CH2:36]2)N2[CH2:34][CH2:33][CH2:32][CH2:36]2)[CH2:34][CH2:33]1.F[P-](F)(F)(F)(F)F.C[C@@H](O)[C@H](N)C(N[C@H](C(N1[C@H](C(N2[C@H](C(N[C@H]([C:102]([OH:104])=[O:103])CCCN=C(N)N)=O)CCC2)=O)CCC1)=O)CCCCN)=O.[N+3:107].S([NH-])(=O)(=O)N.S([NH-])(=O)(=O)N.S([NH-])(=O)(=O)N.I[CH2:124]C#N.C(O)(C(F)(F)F)=O.C1(O)C=CC=CC=1.C([SiH](C(C)C)C(C)C)(C)C. The catalyst is CN1C(=O)CCC1.O.CN(C=O)C. The product is [C:102]([NH2:107])([O:104][CH2:124][CH:9]1[C:7]2[C:8](=[CH:34][CH:33]=[CH:32][CH:36]=2)[C:20]2[C:25]1=[CH:24][CH:23]=[CH:22][CH:21]=2)=[O:103]. The yield is 0.200.